From a dataset of NCI-60 drug combinations with 297,098 pairs across 59 cell lines. Regression. Given two drug SMILES strings and cell line genomic features, predict the synergy score measuring deviation from expected non-interaction effect. (1) Drug 1: CC1C(C(CC(O1)OC2CC(CC3=C2C(=C4C(=C3O)C(=O)C5=C(C4=O)C(=CC=C5)OC)O)(C(=O)C)O)N)O.Cl. Cell line: UACC-257. Synergy scores: CSS=-2.05, Synergy_ZIP=2.60, Synergy_Bliss=3.39, Synergy_Loewe=-3.06, Synergy_HSA=-1.73. Drug 2: CC1=C(C(=CC=C1)Cl)NC(=O)C2=CN=C(S2)NC3=CC(=NC(=N3)C)N4CCN(CC4)CCO. (2) Drug 1: C1CN1P(=S)(N2CC2)N3CC3. Drug 2: C1C(C(OC1N2C=NC3=C(N=C(N=C32)Cl)N)CO)O. Cell line: NCI-H322M. Synergy scores: CSS=2.60, Synergy_ZIP=0.841, Synergy_Bliss=2.18, Synergy_Loewe=-2.40, Synergy_HSA=-1.36. (3) Drug 1: C1CCC(C1)C(CC#N)N2C=C(C=N2)C3=C4C=CNC4=NC=N3. Drug 2: CCCS(=O)(=O)NC1=C(C(=C(C=C1)F)C(=O)C2=CNC3=C2C=C(C=N3)C4=CC=C(C=C4)Cl)F. Cell line: SK-MEL-2. Synergy scores: CSS=-1.47, Synergy_ZIP=9.15, Synergy_Bliss=5.40, Synergy_Loewe=-3.93, Synergy_HSA=-1.00. (4) Drug 1: COC1=CC(=CC(=C1O)OC)C2C3C(COC3=O)C(C4=CC5=C(C=C24)OCO5)OC6C(C(C7C(O6)COC(O7)C8=CC=CS8)O)O. Drug 2: C1=NC(=NC(=O)N1C2C(C(C(O2)CO)O)O)N. Cell line: OVCAR-5. Synergy scores: CSS=15.7, Synergy_ZIP=-4.47, Synergy_Bliss=2.78, Synergy_Loewe=-0.527, Synergy_HSA=2.80. (5) Drug 1: C1=CC(=CC=C1C#N)C(C2=CC=C(C=C2)C#N)N3C=NC=N3. Synergy scores: CSS=-2.47, Synergy_ZIP=1.34, Synergy_Bliss=1.34, Synergy_Loewe=-1.74, Synergy_HSA=-1.15. Cell line: OVCAR-5. Drug 2: C(CN)CNCCSP(=O)(O)O. (6) Drug 1: CC1=C2C(C(=O)C3(C(CC4C(C3C(C(C2(C)C)(CC1OC(=O)C(C(C5=CC=CC=C5)NC(=O)OC(C)(C)C)O)O)OC(=O)C6=CC=CC=C6)(CO4)OC(=O)C)O)C)O. Drug 2: C1C(C(OC1N2C=NC(=NC2=O)N)CO)O. Cell line: A498. Synergy scores: CSS=1.19, Synergy_ZIP=0.269, Synergy_Bliss=0.606, Synergy_Loewe=-5.22, Synergy_HSA=-3.27.